Dataset: Reaction yield outcomes from USPTO patents with 853,638 reactions. Task: Predict the reaction yield, written as a fraction of the theoretical maximum amount of product (1.0 means a 100% yield; for example, 0.34 means a 34% yield). (1) The reactants are [Cl:1][C:2]1[CH:3]=[C:4]([NH:8][C:9]2[CH:14]=[C:13]([NH:15][CH3:16])[N:12]=[CH:11][N:10]=2)[CH:5]=[CH:6][CH:7]=1.[CH3:17][C:18]1[CH:23]=[CH:22][CH:21]=[C:20]([CH3:24])[C:19]=1[N:25]=[C:26]=[O:27]. The catalyst is COCCOCCOC. The product is [Cl:1][C:2]1[CH:3]=[C:4]([NH:8][C:9]2[N:10]=[CH:11][N:12]=[C:13]([N:15]([CH3:16])[C:26]([NH:25][C:19]3[C:18]([CH3:17])=[CH:23][CH:22]=[CH:21][C:20]=3[CH3:24])=[O:27])[CH:14]=2)[CH:5]=[CH:6][CH:7]=1. The yield is 0.190. (2) The reactants are [Cl:1][C:2]1[C:7]([O:8][CH3:9])=[CH:6][C:5]([O:10][CH3:11])=[CH:4][C:3]=1[C:12]1[C:23](=[O:24])[N:22]([CH2:25][CH2:26][N:27]2[CH2:32][CH2:31][CH:30]([NH:33]C(=O)OC(C)(C)C)[CH2:29][CH2:28]2)[C:15]2[N:16]=[C:17]([NH:20][CH3:21])[N:18]=[CH:19][C:14]=2[CH:13]=1.Cl. The catalyst is O1CCOCC1.C(Cl)Cl. The product is [NH2:33][CH:30]1[CH2:29][CH2:28][N:27]([CH2:26][CH2:25][N:22]2[C:15]3[N:16]=[C:17]([NH:20][CH3:21])[N:18]=[CH:19][C:14]=3[CH:13]=[C:12]([C:3]3[CH:4]=[C:5]([O:10][CH3:11])[CH:6]=[C:7]([O:8][CH3:9])[C:2]=3[Cl:1])[C:23]2=[O:24])[CH2:32][CH2:31]1. The yield is 0.300. (3) The reactants are [CH:1]([C:3]1[CH:18]=[CH:17][C:6]([O:7][C:8]2[N:9]=[CH:10][C:11]([C:14]([NH2:16])=[O:15])=[N:12][CH:13]=2)=[C:5]([O:19][CH3:20])[CH:4]=1)=O.[CH2:21]([NH2:26])[CH2:22][CH:23]([CH3:25])[CH3:24].[BH4-].[Na+]. The catalyst is CO. The product is [CH3:20][O:19][C:5]1[CH:4]=[C:3]([CH2:1][NH:26][CH2:21][CH2:22][CH:23]([CH3:25])[CH3:24])[CH:18]=[CH:17][C:6]=1[O:7][C:8]1[N:9]=[CH:10][C:11]([C:14]([NH2:16])=[O:15])=[N:12][CH:13]=1. The yield is 0.549. (4) The reactants are [CH2:1]([C:5]1[N:10]2[N:11]=[CH:12][N:13]=[C:9]2[N:8]([C@H:14]2[CH2:19][CH2:18][C@H:17]([OH:20])[CH2:16][CH2:15]2)[C:7](=[O:21])[C:6]=1[CH2:22][C:23]1[CH:28]=[CH:27][C:26]([C:29]2[C:30]([C:35]#[N:36])=[CH:31][CH:32]=[CH:33][CH:34]=2)=[CH:25][C:24]=1[F:37])[CH2:2][CH2:3][CH3:4].[N+](=[CH:40][C:41]([O:43][CH2:44][CH3:45])=[O:42])=[N-].O. The catalyst is C1(C)C=CC=CC=1.C([O-])(=O)C.[Rh+]. The product is [CH2:44]([O:43][C:41](=[O:42])[CH2:40][O:20][C@H:17]1[CH2:18][CH2:19][C@H:14]([N:8]2[C:7](=[O:21])[C:6]([CH2:22][C:23]3[CH:28]=[CH:27][C:26]([C:29]4[CH:34]=[CH:33][CH:32]=[CH:31][C:30]=4[C:35]#[N:36])=[CH:25][C:24]=3[F:37])=[C:5]([CH2:1][CH2:2][CH2:3][CH3:4])[N:10]3[N:11]=[CH:12][N:13]=[C:9]23)[CH2:15][CH2:16]1)[CH3:45]. The yield is 0.490. (5) The reactants are [Mg].II.Br[CH2:5][CH2:6]Br.Br[C:9]1[CH:17]=[C:16]([CH3:18])[C:12]([N:13]([CH3:15])[CH3:14])=[C:11]([CH3:19])[CH:10]=1.[P:20]([O-:27])(OCC)OCC. The catalyst is O1CCCC1.C1(C)C=CC=CC=1.O. The product is [CH3:14][N:13]([CH3:15])[C:12]1[C:11]([CH3:19])=[CH:10][C:9]([PH:20](=[O:27])[C:9]2[CH:17]=[C:16]([CH3:18])[C:12]([N:13]([CH3:15])[CH3:14])=[C:11]([CH3:19])[CH:10]=2)=[CH:17][C:5]=1[CH3:6]. The yield is 0.400. (6) The reactants are [Cl:1][C:2]1[CH:3]=[C:4]2[C:9](=[CH:10][CH:11]=1)[N:8]=[CH:7][C:6]([NH2:12])=[C:5]2[NH:13][CH3:14].Cl.[CH:16](O)=O. No catalyst specified. The product is [Cl:1][C:2]1[CH:11]=[CH:10][C:9]2[N:8]=[CH:7][C:6]3[N:12]=[CH:14][N:13]([CH3:16])[C:5]=3[C:4]=2[CH:3]=1. The yield is 0.460. (7) The reactants are [CH3:1][O:2][C:3]1[CH:4]=[C:5]([CH:7]=[C:8]([C:10]([F:13])([F:12])[F:11])[CH:9]=1)[NH2:6].Br[CH2:15][CH:16]([OH:20])[CH2:17][CH2:18]Br.C(=O)([O-])[O-].[Na+].[Na+]. No catalyst specified. The product is [CH3:1][O:2][C:3]1[CH:4]=[C:5]([N:6]2[CH2:18][CH2:17][CH:16]([OH:20])[CH2:15]2)[CH:7]=[C:8]([C:10]([F:11])([F:12])[F:13])[CH:9]=1. The yield is 0.470.